From a dataset of TCR-epitope binding with 47,182 pairs between 192 epitopes and 23,139 TCRs. Binary Classification. Given a T-cell receptor sequence (or CDR3 region) and an epitope sequence, predict whether binding occurs between them. (1) Result: 1 (the TCR binds to the epitope). The epitope is GLIYNRMGAVTTEV. The TCR CDR3 sequence is CASRQESTEAFF. (2) The epitope is IVDTVSALV. The TCR CDR3 sequence is CASSTPDRVITDTQYF. Result: 0 (the TCR does not bind to the epitope). (3) The epitope is RLRPGGKKK. The TCR CDR3 sequence is CASSVAGGETEAFF. Result: 0 (the TCR does not bind to the epitope). (4) The epitope is RQLLFVVEV. The TCR CDR3 sequence is CASSSTAGTAYYEQYF. Result: 1 (the TCR binds to the epitope). (5) The epitope is SGPLKAEIAQRLED. The TCR CDR3 sequence is CASSLEWGEDSSVF. Result: 0 (the TCR does not bind to the epitope). (6) The epitope is KLSYGIATV. The TCR CDR3 sequence is CASSGGQGLNTEAFF. Result: 0 (the TCR does not bind to the epitope). (7) The epitope is TPRVTGGGAM. The TCR CDR3 sequence is CASSLTGMETQYF. Result: 0 (the TCR does not bind to the epitope). (8) The epitope is KRWIIMGLNK. The TCR CDR3 sequence is CASSLRGGNADTQYF. Result: 1 (the TCR binds to the epitope). (9) The epitope is YLQPRTFLL. The TCR CDR3 sequence is CATSGAETHNTGELFF. Result: 1 (the TCR binds to the epitope).